Task: Regression. Given two drug SMILES strings and cell line genomic features, predict the synergy score measuring deviation from expected non-interaction effect.. Dataset: NCI-60 drug combinations with 297,098 pairs across 59 cell lines (1) Cell line: NCI-H460. Drug 2: C1CN1P(=S)(N2CC2)N3CC3. Synergy scores: CSS=25.5, Synergy_ZIP=-10.7, Synergy_Bliss=-6.32, Synergy_Loewe=-29.4, Synergy_HSA=-4.57. Drug 1: C1CC(=O)NC(=O)C1N2CC3=C(C2=O)C=CC=C3N. (2) Drug 1: CC1=C(C(=CC=C1)Cl)NC(=O)C2=CN=C(S2)NC3=CC(=NC(=N3)C)N4CCN(CC4)CCO. Drug 2: CC1C(C(CC(O1)OC2CC(OC(C2O)C)OC3=CC4=CC5=C(C(=O)C(C(C5)C(C(=O)C(C(C)O)O)OC)OC6CC(C(C(O6)C)O)OC7CC(C(C(O7)C)O)OC8CC(C(C(O8)C)O)(C)O)C(=C4C(=C3C)O)O)O)O. Cell line: UO-31. Synergy scores: CSS=45.8, Synergy_ZIP=-7.37, Synergy_Bliss=-0.905, Synergy_Loewe=-7.76, Synergy_HSA=0.0768. (3) Drug 1: CC12CCC(CC1=CCC3C2CCC4(C3CC=C4C5=CN=CC=C5)C)O. Drug 2: COC1=CC(=CC(=C1O)OC)C2C3C(COC3=O)C(C4=CC5=C(C=C24)OCO5)OC6C(C(C7C(O6)COC(O7)C8=CC=CS8)O)O. Cell line: UACC-257. Synergy scores: CSS=12.6, Synergy_ZIP=-4.47, Synergy_Bliss=-4.40, Synergy_Loewe=-14.6, Synergy_HSA=-3.78.